From a dataset of Full USPTO retrosynthesis dataset with 1.9M reactions from patents (1976-2016). Predict the reactants needed to synthesize the given product. (1) Given the product [CH3:45][C:46]1[CH:47]=[CH:48][C:49]([C:52]2[C:56]([C:57]([N:10]3[CH2:11][C@@H:7]([C:1]4[CH:2]=[CH:3][CH:4]=[CH:5][CH:6]=4)[CH:8]([CH2:12][OH:13])[CH2:9]3)=[O:58])=[CH:55][O:54][N:53]=2)=[CH:50][CH:51]=1, predict the reactants needed to synthesize it. The reactants are: [C:1]1([CH:7]2[CH2:11][NH:10][CH2:9][CH:8]2[CH2:12][OH:13])[CH:6]=[CH:5][CH:4]=[CH:3][CH:2]=1.CN(C(ON1N=NC2C=CC=CC1=2)=[N+](C)C)C.[B-](F)(F)(F)F.C(N(C(C)C)C(C)C)C.[CH3:45][C:46]1[CH:51]=[CH:50][C:49]([C:52]2[C:56]([C:57](O)=[O:58])=[CH:55][O:54][N:53]=2)=[CH:48][CH:47]=1. (2) Given the product [C:29]([C:28]1[CH:31]=[CH:32][C:25]([C:9]2[C:18]3[C:13](=[CH:14][CH:15]=[C:16]([C:19]([O:21][CH3:22])=[O:20])[CH:17]=3)[O:12][CH2:11][CH:10]=2)=[C:26]([CH3:33])[CH:27]=1)#[N:30], predict the reactants needed to synthesize it. The reactants are: CC1(C)C(C)(C)OB([C:9]2[C:18]3[C:13](=[CH:14][CH:15]=[C:16]([C:19]([O:21][CH3:22])=[O:20])[CH:17]=3)[O:12][CH2:11][CH:10]=2)O1.Br[C:25]1[CH:32]=[CH:31][C:28]([C:29]#[N:30])=[CH:27][C:26]=1[CH3:33].[F-].[Cs+]. (3) Given the product [Cl:1][C:2]1[C:7]2[NH:8][C:9](=[O:12])[CH2:10][O:11][C:6]=2[CH:5]=[CH:4][C:3]=1[C:23]1[C:24]([CH3:36])=[N:25][N:26]([CH3:35])[C:27]=1[C:28]1[CH:33]=[CH:32][C:31]([F:34])=[CH:30][CH:29]=1, predict the reactants needed to synthesize it. The reactants are: [Cl:1][C:2]1[C:7]2[NH:8][C:9](=[O:12])[CH2:10][O:11][C:6]=2[CH:5]=[CH:4][C:3]=1B1OC(C)(C)C(C)(C)O1.Br[C:23]1[C:24]([CH3:36])=[N:25][N:26]([CH3:35])[C:27]=1[C:28]1[CH:33]=[CH:32][C:31]([F:34])=[CH:30][CH:29]=1.C1(P(C2CCCCC2)C2C=CC=CC=2C2C(C(C)C)=CC(C(C)C)=CC=2C(C)C)CCCCC1.[O-]P([O-])([O-])=O.[K+].[K+].[K+]. (4) Given the product [N:9]1[C:10]2[C:15](=[C:14]3[CH:18]=[CH:19][CH:20]=[CH:21][C:13]3=[C:12]3[CH:22]=[CH:23][CH:24]=[CH:25][C:11]3=2)[N:16]=[CH:17][C:8]=1[C:4]1[CH:3]=[C:2]([B:35]2[O:36][C:37]([CH3:42])([CH3:43])[C:38]([CH3:40])([CH3:41])[O:39]2)[CH:7]=[CH:6][CH:5]=1, predict the reactants needed to synthesize it. The reactants are: Br[C:2]1[CH:3]=[C:4]([C:8]2[CH:17]=[N:16][C:15]3[C:10](=[C:11]4[CH:25]=[CH:24][CH:23]=[CH:22][C:12]4=[C:13]4[CH:21]=[CH:20][CH:19]=[CH:18][C:14]4=3)[N:9]=2)[CH:5]=[CH:6][CH:7]=1.[B:35]1([B:35]2[O:39][C:38]([CH3:41])([CH3:40])[C:37]([CH3:43])([CH3:42])[O:36]2)[O:39][C:38]([CH3:41])([CH3:40])[C:37]([CH3:43])([CH3:42])[O:36]1.C([O-])(=O)C.[K+].O1CCOCC1. (5) Given the product [C:26]1([C:24]2[S:25][C:4]3[C:3]([C:1]([NH2:2])=[O:33])=[CH:8][N:7]=[C:6]([O:9][C@H:10]4[CH2:15][CH2:14][CH2:13][NH:12][CH2:11]4)[C:5]=3[CH:23]=2)[CH:31]=[CH:30][CH:29]=[CH:28][CH:27]=1, predict the reactants needed to synthesize it. The reactants are: [C:1]([C:3]1[C:4]2[S:25][C:24]([C:26]3[CH:31]=[CH:30][CH:29]=[CH:28][CH:27]=3)=[CH:23][C:5]=2[C:6]([O:9][C@H:10]2[CH2:15][CH2:14][CH2:13][N:12](C(OC(C)(C)C)=O)[CH2:11]2)=[N:7][CH:8]=1)#[N:2].Cl.[OH2:33]. (6) Given the product [NH2:1][C:2]1[C:3]([C:9]([O:11][CH3:12])=[O:10])=[N:4][C:5]([C:25]2[C:24]([F:35])=[CH:23][CH:22]=[C:15]([C:16](=[O:17])[NH:18][CH:19]([CH3:20])[CH3:21])[C:14]=2[F:13])=[CH:6][CH:7]=1, predict the reactants needed to synthesize it. The reactants are: [NH2:1][C:2]1[C:3]([C:9]([O:11][CH3:12])=[O:10])=[N:4][C:5](Br)=[CH:6][CH:7]=1.[F:13][C:14]1[C:25](B2OC(C)(C)C(C)(C)O2)=[C:24]([F:35])[CH:23]=[CH:22][C:15]=1[C:16]([NH:18][CH:19]([CH3:21])[CH3:20])=[O:17].C([O-])([O-])=O.[Na+].[Na+]. (7) Given the product [C:21]([O:20][C:18]([NH:17][CH:10]([P:11]([O:15][CH3:16])([O:13][CH3:14])=[O:12])[C:7]1[CH:8]=[CH:9][C:4]([C:3]([OH:25])=[O:2])=[CH:5][CH:6]=1)=[O:19])([CH3:24])([CH3:23])[CH3:22], predict the reactants needed to synthesize it. The reactants are: C[O:2][C:3](=[O:25])[C:4]1[CH:9]=[CH:8][C:7]([CH:10]([NH:17][C:18]([O:20][C:21]([CH3:24])([CH3:23])[CH3:22])=[O:19])[P:11]([O:15][CH3:16])([O:13][CH3:14])=[O:12])=[CH:6][CH:5]=1.[Li+].[OH-]. (8) Given the product [CH2:1]([N:8]1[CH2:13][CH2:12][N:11]([C:14]2([CH3:27])[CH2:19][CH2:18][N:17]([C:20]([O:22][C:23]([CH3:26])([CH3:25])[CH3:24])=[O:21])[CH2:16][CH2:15]2)[CH2:10][C@@H:9]1[CH3:29])[C:2]1[CH:3]=[CH:4][CH:5]=[CH:6][CH:7]=1, predict the reactants needed to synthesize it. The reactants are: [CH2:1]([N:8]1[CH2:13][CH2:12][N:11]([C:14]2([C:27]#N)[CH2:19][CH2:18][N:17]([C:20]([O:22][C:23]([CH3:26])([CH3:25])[CH3:24])=[O:21])[CH2:16][CH2:15]2)[CH2:10][C@@H:9]1[CH3:29])[C:2]1[CH:7]=[CH:6][CH:5]=[CH:4][CH:3]=1.C(=O)=O.C(#N)C.C[Mg]Br.C(OCC)(=O)C. (9) Given the product [Cl:8][S:9]([C:12]1[C:13]([O:28][CH3:29])=[C:14]([CH:25]=[CH:26][CH:27]=1)[C:15]([OH:17])=[O:16])(=[O:11])=[O:10], predict the reactants needed to synthesize it. The reactants are: FC(F)(F)C(O)=O.[Cl:8][S:9]([C:12]1[C:13]([O:28][CH3:29])=[C:14]([CH:25]=[CH:26][CH:27]=1)[C:15]([O:17]CC1C=CC=CC=1)=[O:16])(=[O:11])=[O:10]. (10) Given the product [CH3:36][S:33]([CH2:32][CH2:31][NH:30][C:2]1[CH:7]=[C:6]([C:8]2[S:16][C:15]3[C:14]([N:17]4[CH2:18][CH2:19][O:20][CH2:21][CH2:22]4)=[N:13][C:12]([C:23]4[CH:24]=[N:25][C:26]([NH2:29])=[N:27][CH:28]=4)=[N:11][C:10]=3[CH:9]=2)[CH:5]=[CH:4][N:3]=1)(=[O:35])=[O:34], predict the reactants needed to synthesize it. The reactants are: F[C:2]1[CH:7]=[C:6]([C:8]2[S:16][C:15]3[C:14]([N:17]4[CH2:22][CH2:21][O:20][CH2:19][CH2:18]4)=[N:13][C:12]([C:23]4[CH:24]=[N:25][C:26]([NH2:29])=[N:27][CH:28]=4)=[N:11][C:10]=3[CH:9]=2)[CH:5]=[CH:4][N:3]=1.[NH2:30][CH2:31][CH2:32][S:33]([CH3:36])(=[O:35])=[O:34].